This data is from Catalyst prediction with 721,799 reactions and 888 catalyst types from USPTO. The task is: Predict which catalyst facilitates the given reaction. (1) Reactant: Br[C:2]1[CH:3]=[C:4]2[N:13]([CH3:14])[CH:12]=[CH:11][C:5]2=[N:6][C:7]=1[C@@H:8]([NH2:10])[CH3:9].[N:15]1([C:22]([O:24][C:25]([CH3:28])([CH3:27])[CH3:26])=[O:23])[CH2:21][CH2:20][CH2:19][NH:18][CH2:17][CH2:16]1.CC([O-])(C)C.[K+].C([O-])(O)=O.[Na+]. Product: [NH2:10][C@H:8]([C:7]1[N:6]=[C:5]2[CH:11]=[CH:12][N:13]([CH3:14])[C:4]2=[CH:3][C:2]=1[N:18]1[CH2:19][CH2:20][CH2:21][N:15]([C:22]([O:24][C:25]([CH3:28])([CH3:27])[CH3:26])=[O:23])[CH2:16][CH2:17]1)[CH3:9]. The catalyst class is: 817. (2) Product: [C:1]1([C:7]2[S:8][C:9](/[CH:12]=[CH:15]/[C:16]([OH:18])=[O:17])=[CH:10][N:11]=2)[CH:2]=[CH:3][CH:4]=[CH:5][CH:6]=1. Reactant: [C:1]1([C:7]2[S:8][C:9]([CH:12]=O)=[CH:10][N:11]=2)[CH:6]=[CH:5][CH:4]=[CH:3][CH:2]=1.C(O)(=O)[CH2:15][C:16]([OH:18])=[O:17].N1C=CC=CC=1.N1CCCCC1. The catalyst class is: 6. (3) Reactant: O=C1NC2C3C1(O)C[C@@H]1C(C=3C=CC=2)=C[C@@H](C(=O)O)CN1C.[CH2:23]([N:25]([CH2:47][CH2:48][C:49]([O:51]CC)=[O:50])[C:26]([C@@H:28]1[CH:43]=[C:42]2[C@@H:32]([CH2:33][C:34]3([OH:46])[C:44]4[C:37](=[CH:38][CH:39]=[CH:40][C:41]2=4)[NH:36][C:35]3=[O:45])[N:30]([CH3:31])[CH2:29]1)=[O:27])[CH3:24].[OH-].[K+].Cl. Product: [CH2:23]([N:25]([CH2:47][CH2:48][C:49]([OH:51])=[O:50])[C:26]([C@@H:28]1[CH:43]=[C:42]2[C@@H:32]([CH2:33][C:34]3([OH:46])[C:44]4[C:37](=[CH:38][CH:39]=[CH:40][C:41]2=4)[NH:36][C:35]3=[O:45])[N:30]([CH3:31])[CH2:29]1)=[O:27])[CH3:24]. The catalyst class is: 30. (4) Reactant: [NH2:1][C:2]1[CH:9]=[CH:8][CH:7]=[C:6]([O:10][CH3:11])[C:3]=1[CH:4]=O.[N:12]1C=CC=[CH:14][CH:13]=1.C(OC(=O)C)(=O)C. Product: [CH3:11][O:10][C:6]1[CH:7]=[CH:8][CH:9]=[C:2]2[C:3]=1[CH:4]=[N:12][C:13]([CH3:14])=[N:1]2. The catalyst class is: 11. (5) Reactant: Br[C:2]1[C:3]([O:16][CH2:17][CH2:18][CH3:19])=[C:4]2[C:9](=[CH:10][CH:11]=1)[N:8]([C:12](=[O:14])[CH3:13])[C@@H:7]([CH3:15])[CH2:6][CH2:5]2.[B:20]1([B:20]2[O:24][C:23]([CH3:26])([CH3:25])[C:22]([CH3:28])([CH3:27])[O:21]2)[O:24][C:23]([CH3:26])([CH3:25])[C:22]([CH3:28])([CH3:27])[O:21]1.C([O-])(=O)C.[K+].ClCCl. Product: [CH3:15][C@H:7]1[CH2:6][CH2:5][C:4]2[C:9](=[CH:10][CH:11]=[C:2]([B:20]3[O:24][C:23]([CH3:26])([CH3:25])[C:22]([CH3:28])([CH3:27])[O:21]3)[C:3]=2[O:16][CH2:17][CH2:18][CH3:19])[N:8]1[C:12](=[O:14])[CH3:13]. The catalyst class is: 75. (6) Reactant: Cl.[F:2][C:3]1[CH:8]=[C:7]([F:9])[CH:6]=[CH:5][C:4]=1[CH:10]([F:17])[CH:11]1[CH2:16][CH2:15][NH:14][CH2:13][CH2:12]1.[OH:18][C:19]([C:21]([F:24])([F:23])[F:22])=[O:20].[CH2:25]([N:32]1[CH2:41][CH2:40][C:39]2[C:34](=[N:35][C:36](Cl)=[C:37]([NH:42][CH:43]([CH3:45])[CH3:44])[N:38]=2)[CH2:33]1)[C:26]1[CH:31]=[CH:30][CH:29]=[CH:28][CH:27]=1.CC(C)([O-])C.[Na+]. Product: [CH2:25]([N:32]1[CH2:41][CH2:40][C:39]2[C:34](=[N:35][C:36]([N:14]3[CH2:15][CH2:16][CH:11]([CH:10]([C:4]4[CH:5]=[CH:6][C:7]([F:9])=[CH:8][C:3]=4[F:2])[F:17])[CH2:12][CH2:13]3)=[C:37]([NH:42][CH:43]([CH3:45])[CH3:44])[N:38]=2)[CH2:33]1)[C:26]1[CH:27]=[CH:28][CH:29]=[CH:30][CH:31]=1.[C:19]([OH:20])([C:21]([F:24])([F:23])[F:22])=[O:18]. The catalyst class is: 733. (7) Reactant: [C:1](Cl)(=[O:3])[CH3:2].[CH3:5][O:6][C:7](=[O:27])[CH2:8][C:9]1[CH:14]=[C:13]([Br:15])[C:12]([O:16][C:17]2[CH:22]=[CH:21][C:20]([O:23][CH3:24])=[C:19]([NH2:25])[CH:18]=2)=[C:11]([Br:26])[CH:10]=1.C(N(CC)CC)C. Product: [CH3:5][O:6][C:7](=[O:27])[CH2:8][C:9]1[CH:14]=[C:13]([Br:15])[C:12]([O:16][C:17]2[CH:22]=[CH:21][C:20]([O:23][CH3:24])=[C:19]([NH:25][C:1](=[O:3])[CH3:2])[CH:18]=2)=[C:11]([Br:26])[CH:10]=1. The catalyst class is: 79. (8) Reactant: [N+:1]([C:4]1[C:12]2[N:11]=[CH:10][NH:9][C:8]=2[CH:7]=[CH:6][CH:5]=1)([O-:3])=[O:2].C(=O)([O-])[O-].[K+].[K+].Cl.Cl[CH2:21][C:22]1[CH:27]=[CH:26][N:25]=[CH:24][CH:23]=1. Product: [N+:1]([C:4]1[C:12]2[N:11]=[CH:10][N:9]([CH2:21][C:22]3[CH:27]=[CH:26][N:25]=[CH:24][CH:23]=3)[C:8]=2[CH:7]=[CH:6][CH:5]=1)([O-:3])=[O:2]. The catalyst class is: 3. (9) Product: [CH2:22]([N:12]([CH2:11][C:8]1[CH:9]=[CH:10][C:5]([C:4]([O:3][CH3:2])=[O:13])=[CH:6][CH:7]=1)[CH2:14][CH2:18][CH3:19])[CH2:23][CH3:24]. The catalyst class is: 5. Reactant: Cl.[CH3:2][O:3][C:4](=[O:13])[C:5]1[CH:10]=[CH:9][C:8]([CH2:11][NH2:12])=[CH:7][CH:6]=1.[C:14]([BH3-])#N.[Na+].[C:18](O)(=O)[CH3:19].[CH:22](=O)[CH2:23][CH3:24]. (10) Reactant: [F:1][C:2]([F:11])([F:10])[C:3]1[CH:8]=[CH:7][C:6]([OH:9])=[CH:5][CH:4]=1.F[C:13]1[CH:20]=[CH:19][C:16]([CH:17]=[O:18])=[CH:15][CH:14]=1.C(=O)([O-])[O-].[K+].[K+]. Product: [F:1][C:2]([F:10])([F:11])[C:3]1[CH:4]=[CH:5][C:6]([O:9][C:13]2[CH:20]=[CH:19][C:16]([CH:17]=[O:18])=[CH:15][CH:14]=2)=[CH:7][CH:8]=1. The catalyst class is: 9.